This data is from Reaction yield outcomes from USPTO patents with 853,638 reactions. The task is: Predict the reaction yield, written as a fraction of the theoretical maximum amount of product (1.0 means a 100% yield; for example, 0.34 means a 34% yield). The reactants are [F:1][C:2]1[CH:7]=[C:6]([F:8])[CH:5]=[CH:4][C:3]=1[C:9]1[C:17]2[C:12](=[CH:13][C:14]([O:18][CH2:19][CH2:20][CH2:21][N:22]3[CH2:27][CH2:26][N:25]([S:28]([CH3:31])(=[O:30])=[O:29])[CH2:24][CH2:23]3)=[CH:15][CH:16]=2)[C:11](=[O:32])[C:10]=1C1C=CC(C)=CC=1.O1CCN(CCOC2C=C3C(C(C4C=CC=CC=4)=C(Br)C3=O)=CC=2)CC1.[CH3:66][O:67][C:68]1[N:73]=[CH:72][C:71](B(O)O)=[CH:70][CH:69]=1. No catalyst specified. The product is [F:1][C:2]1[CH:7]=[C:6]([F:8])[CH:5]=[CH:4][C:3]=1[C:9]1[C:17]2[C:12](=[CH:13][C:14]([O:18][CH2:19][CH2:20][CH2:21][N:22]3[CH2:27][CH2:26][N:25]([S:28]([CH3:31])(=[O:29])=[O:30])[CH2:24][CH2:23]3)=[CH:15][CH:16]=2)[C:11](=[O:32])[C:10]=1[C:71]1[CH:72]=[N:73][C:68]([O:67][CH3:66])=[CH:69][CH:70]=1. The yield is 0.770.